From a dataset of CYP2D6 inhibition data for predicting drug metabolism from PubChem BioAssay. Regression/Classification. Given a drug SMILES string, predict its absorption, distribution, metabolism, or excretion properties. Task type varies by dataset: regression for continuous measurements (e.g., permeability, clearance, half-life) or binary classification for categorical outcomes (e.g., BBB penetration, CYP inhibition). Dataset: cyp2d6_veith. (1) The molecule is CCOCCCNC(=O)/C(=C/c1ccc[nH]1)NC(=O)c1ccccc1. The result is 0 (non-inhibitor). (2) The drug is COc1ccc(Cl)cc1C(=O)NNC(=S)NC(=O)c1cc(-c2ccccc2)nc2ccccc12. The result is 0 (non-inhibitor). (3) The drug is O=c1c(-c2ccc(F)cc2)nc2cnc(Nc3ccccc3)nc2n1C1CC1. The result is 0 (non-inhibitor). (4) The drug is CN(C)CCNc1ccccn1. The result is 0 (non-inhibitor). (5) The molecule is COc1cc2c(C(=O)NCc3ccc(C)o3)cn(CC(C)C)c(=O)c2cc1OC. The result is 0 (non-inhibitor).